From a dataset of Full USPTO retrosynthesis dataset with 1.9M reactions from patents (1976-2016). Predict the reactants needed to synthesize the given product. (1) Given the product [Br:24][CH2:25][CH2:26][N:7]1[C:8]2[C:4](=[CH:3][C:2]([Cl:1])=[CH:10][CH:9]=2)[CH:5]=[C:6]1[CH2:11][N:12]1[C:16]2=[CH:17][N:18]=[CH:19][CH:20]=[C:15]2[C:14]2([CH2:22][CH2:21]2)[C:13]1=[O:23], predict the reactants needed to synthesize it. The reactants are: [Cl:1][C:2]1[CH:3]=[C:4]2[C:8](=[CH:9][CH:10]=1)[NH:7][C:6]([CH2:11][N:12]1[C:16]3=[CH:17][N:18]=[CH:19][CH:20]=[C:15]3[C:14]3([CH2:22][CH2:21]3)[C:13]1=[O:23])=[CH:5]2.[Br:24][CH2:25][CH2:26]Br.C(=O)([O-])[O-].[K+].[K+]. (2) Given the product [C:1]([C:3]1[N:4]=[CH:5][C:6]([N:24]2[CH2:29][CH2:28][CH2:27][C@@H:26]([NH:30][C:31](=[O:37])[O:32][C:33]([CH3:34])([CH3:36])[CH3:35])[CH2:25]2)=[N:7][C:8]=1[NH:9][C:10]1[CH:11]=[CH:12][C:13]([C:16]([N:18]2[CH2:23][CH2:22][O:21][CH2:20][CH2:19]2)=[O:17])=[CH:14][CH:15]=1)(=[O:38])[NH2:2], predict the reactants needed to synthesize it. The reactants are: [C:1]([C:3]1[N:4]=[CH:5][C:6]([N:24]2[CH2:29][CH2:28][CH2:27][C@@H:26]([NH:30][C:31](=[O:37])[O:32][C:33]([CH3:36])([CH3:35])[CH3:34])[CH2:25]2)=[N:7][C:8]=1[NH:9][C:10]1[CH:15]=[CH:14][C:13]([C:16]([N:18]2[CH2:23][CH2:22][O:21][CH2:20][CH2:19]2)=[O:17])=[CH:12][CH:11]=1)#[N:2].[OH-:38].[Na+].OO. (3) Given the product [ClH:1].[ClH:32].[ClH:1].[Cl:1][C:2]1[CH:11]=[CH:10][C:9]([F:12])=[C:8]2[C:3]=1[CH:4]=[C:5]([C:13]1[C:14]([NH2:31])=[N:15][CH:16]=[C:17]([C:19]3[CH:20]=[N:21][N:22]([CH:24]4[CH2:25][CH2:26][N:27]([CH3:30])[CH2:28][CH2:29]4)[CH:23]=3)[CH:18]=1)[N:6]=[CH:7]2, predict the reactants needed to synthesize it. The reactants are: [Cl:1][C:2]1[CH:11]=[CH:10][C:9]([F:12])=[C:8]2[C:3]=1[CH:4]=[C:5]([C:13]1[C:14]([NH2:31])=[N:15][CH:16]=[C:17]([C:19]3[CH:20]=[N:21][N:22]([CH:24]4[CH2:29][CH2:28][N:27]([CH3:30])[CH2:26][CH2:25]4)[CH:23]=3)[CH:18]=1)[N:6]=[CH:7]2.[ClH:32].CCOCC. (4) Given the product [Cl:18][C:7]1[CH:8]=[C:9]2[C:4](=[CH:5][CH:6]=1)[N:3]=[C:2]([NH:25][CH2:19][C:20]1[O:24][CH:23]=[CH:22][CH:21]=1)[N:11]=[C:10]2[C:12]1[CH:17]=[CH:16][CH:15]=[CH:14][CH:13]=1, predict the reactants needed to synthesize it. The reactants are: Cl[C:2]1[N:11]=[C:10]([C:12]2[CH:17]=[CH:16][CH:15]=[CH:14][CH:13]=2)[C:9]2[C:4](=[CH:5][CH:6]=[C:7]([Cl:18])[CH:8]=2)[N:3]=1.[CH2:19]([NH2:25])[C:20]1[O:24][CH:23]=[CH:22][CH:21]=1. (5) Given the product [CH3:13][C:6]1[C:7]([O:8][CH2:9][CH:10]([NH2:12])[CH3:11])=[C:2]([CH3:1])[CH:3]=[CH:4][CH:5]=1, predict the reactants needed to synthesize it. The reactants are: [CH3:1][C:2]1[C:7]([O:8][CH2:9][CH:10]([NH2:12])[CH3:11])=[C:6]([CH3:13])[CH:5]=[CH:4][CH:3]=1.C(N[C@H](C(N)=O)CCCN(N1C=CN=C1)C(=N)N)(OC(C)(C)C)=O.FC(F)(F)C(O)=O.CNC. (6) Given the product [CH2:5]1[N:6]([CH2:7][CH2:8][OH:9])[CH2:1][CH2:2][N:3]([CH2:10][CH2:11][S:12]([OH:15])(=[O:14])=[O:13])[CH2:4]1.[OH:75][CH2:68][CH2:69][CH:70]1[CH2:72][NH:73][CH2:1][CH2:2][N:3]1[CH2:10][CH2:11][S:12]([OH:15])(=[O:14])=[O:13], predict the reactants needed to synthesize it. The reactants are: [CH2:1]1[N:6]([CH2:7][CH2:8][OH:9])[CH2:5][CH2:4][N:3]([CH2:10][CH2:11][S:12]([OH:15])(=[O:14])=[O:13])[CH2:2]1.[Na+].[Cl-].C(N(CC(O)=O)CC(O)=O)CN(CC(O)=O)CC(O)=O.C1[C@H:72]([NH2:73])[C@@H:70](O[C@H]2O[C@H:70]([CH2:72][NH2:73])[C@@H:69](O)[C@H:68]([OH:75])[C@H]2N)[C@H:69](O[C@@H]2O[C@H](CO)[C@@H](O[C@H]3O[C@@H:70]([CH2:72][NH2:73])[C@@H:69](O)[C@H:68]([OH:75])[C@H]3N)[C@H]2O)[C@@H:68]([OH:75])[C@@H]1N. (7) The reactants are: [NH2:1][C@H:2]([C:8]([OH:10])=[O:9])[CH2:3][CH2:4][CH2:5][CH2:6][NH2:7].[OH-].[Ca+2:12].[OH-]. Given the product [OH2:9].[NH2:1][C@H:2]([C:8]([O-:10])=[O:9])[CH2:3][CH2:4][CH2:5][CH2:6][NH2:7].[NH2:1][C@H:2]([C:8]([O-:10])=[O:9])[CH2:3][CH2:4][CH2:5][CH2:6][NH2:7].[Ca+2:12], predict the reactants needed to synthesize it.